This data is from NCI-60 drug combinations with 297,098 pairs across 59 cell lines. The task is: Regression. Given two drug SMILES strings and cell line genomic features, predict the synergy score measuring deviation from expected non-interaction effect. (1) Drug 1: CC1=C(C=C(C=C1)NC2=NC=CC(=N2)N(C)C3=CC4=NN(C(=C4C=C3)C)C)S(=O)(=O)N.Cl. Drug 2: CC(C1=C(C=CC(=C1Cl)F)Cl)OC2=C(N=CC(=C2)C3=CN(N=C3)C4CCNCC4)N. Cell line: SF-268. Synergy scores: CSS=-3.80, Synergy_ZIP=0.772, Synergy_Bliss=1.24, Synergy_Loewe=-5.86, Synergy_HSA=-3.24. (2) Cell line: HOP-92. Drug 1: CNC(=O)C1=NC=CC(=C1)OC2=CC=C(C=C2)NC(=O)NC3=CC(=C(C=C3)Cl)C(F)(F)F. Synergy scores: CSS=8.52, Synergy_ZIP=-0.658, Synergy_Bliss=0.788, Synergy_Loewe=0.187, Synergy_HSA=1.33. Drug 2: C(CCl)NC(=O)N(CCCl)N=O. (3) Drug 1: C1=NC2=C(N=C(N=C2N1C3C(C(C(O3)CO)O)O)F)N. Drug 2: CC1=C(C(=O)C2=C(C1=O)N3CC4C(C3(C2COC(=O)N)OC)N4)N. Cell line: SW-620. Synergy scores: CSS=29.3, Synergy_ZIP=-0.0531, Synergy_Bliss=-1.81, Synergy_Loewe=-29.3, Synergy_HSA=-3.96. (4) Drug 1: C#CCC(CC1=CN=C2C(=N1)C(=NC(=N2)N)N)C3=CC=C(C=C3)C(=O)NC(CCC(=O)O)C(=O)O. Drug 2: CC(C)NC(=O)C1=CC=C(C=C1)CNNC.Cl. Cell line: U251. Synergy scores: CSS=-5.12, Synergy_ZIP=2.88, Synergy_Bliss=0.189, Synergy_Loewe=-3.99, Synergy_HSA=-5.50. (5) Drug 1: CS(=O)(=O)C1=CC(=C(C=C1)C(=O)NC2=CC(=C(C=C2)Cl)C3=CC=CC=N3)Cl. Drug 2: CC1=C(C(=CC=C1)Cl)NC(=O)C2=CN=C(S2)NC3=CC(=NC(=N3)C)N4CCN(CC4)CCO. Cell line: NCIH23. Synergy scores: CSS=16.0, Synergy_ZIP=-4.76, Synergy_Bliss=-2.15, Synergy_Loewe=-20.0, Synergy_HSA=-1.49. (6) Drug 1: CS(=O)(=O)C1=CC(=C(C=C1)C(=O)NC2=CC(=C(C=C2)Cl)C3=CC=CC=N3)Cl. Drug 2: CS(=O)(=O)CCNCC1=CC=C(O1)C2=CC3=C(C=C2)N=CN=C3NC4=CC(=C(C=C4)OCC5=CC(=CC=C5)F)Cl. Cell line: IGROV1. Synergy scores: CSS=37.9, Synergy_ZIP=8.48, Synergy_Bliss=9.35, Synergy_Loewe=-11.3, Synergy_HSA=9.00. (7) Drug 1: CN(C)N=NC1=C(NC=N1)C(=O)N. Drug 2: CCCCCOC(=O)NC1=NC(=O)N(C=C1F)C2C(C(C(O2)C)O)O. Cell line: KM12. Synergy scores: CSS=10.6, Synergy_ZIP=-6.09, Synergy_Bliss=-0.331, Synergy_Loewe=-3.12, Synergy_HSA=0.242. (8) Drug 1: C1CN1C2=NC(=NC(=N2)N3CC3)N4CC4. Drug 2: CN(CCCl)CCCl.Cl. Cell line: NCI/ADR-RES. Synergy scores: CSS=36.1, Synergy_ZIP=-5.68, Synergy_Bliss=-6.28, Synergy_Loewe=-15.9, Synergy_HSA=-4.92.